This data is from NCI-60 drug combinations with 297,098 pairs across 59 cell lines. The task is: Regression. Given two drug SMILES strings and cell line genomic features, predict the synergy score measuring deviation from expected non-interaction effect. (1) Drug 1: CC(C1=C(C=CC(=C1Cl)F)Cl)OC2=C(N=CC(=C2)C3=CN(N=C3)C4CCNCC4)N. Drug 2: CC=C1C(=O)NC(C(=O)OC2CC(=O)NC(C(=O)NC(CSSCCC=C2)C(=O)N1)C(C)C)C(C)C. Cell line: U251. Synergy scores: CSS=68.0, Synergy_ZIP=-2.60, Synergy_Bliss=-6.30, Synergy_Loewe=-34.5, Synergy_HSA=-6.00. (2) Drug 1: C1=CC(=CC=C1CCCC(=O)O)N(CCCl)CCCl. Drug 2: CN(CCCl)CCCl.Cl. Cell line: NCI-H226. Synergy scores: CSS=0.361, Synergy_ZIP=-3.93, Synergy_Bliss=-6.11, Synergy_Loewe=-9.91, Synergy_HSA=-8.84. (3) Drug 1: COC1=CC(=CC(=C1O)OC)C2C3C(COC3=O)C(C4=CC5=C(C=C24)OCO5)OC6C(C(C7C(O6)COC(O7)C8=CC=CS8)O)O. Drug 2: CC=C1C(=O)NC(C(=O)OC2CC(=O)NC(C(=O)NC(CSSCCC=C2)C(=O)N1)C(C)C)C(C)C. Cell line: NCI-H460. Synergy scores: CSS=52.4, Synergy_ZIP=1.39, Synergy_Bliss=0.695, Synergy_Loewe=2.07, Synergy_HSA=5.07. (4) Drug 1: COC1=CC(=CC(=C1O)OC)C2C3C(COC3=O)C(C4=CC5=C(C=C24)OCO5)OC6C(C(C7C(O6)COC(O7)C8=CC=CS8)O)O. Drug 2: CCN(CC)CCNC(=O)C1=C(NC(=C1C)C=C2C3=C(C=CC(=C3)F)NC2=O)C. Cell line: MOLT-4. Synergy scores: CSS=71.7, Synergy_ZIP=1.59, Synergy_Bliss=1.30, Synergy_Loewe=-17.8, Synergy_HSA=2.25. (5) Drug 1: C1CN1P(=S)(N2CC2)N3CC3. Drug 2: C(CN)CNCCSP(=O)(O)O. Cell line: OVCAR-8. Synergy scores: CSS=17.4, Synergy_ZIP=-3.38, Synergy_Bliss=-0.0874, Synergy_Loewe=-15.5, Synergy_HSA=-1.61. (6) Drug 1: CN(C)N=NC1=C(NC=N1)C(=O)N. Drug 2: B(C(CC(C)C)NC(=O)C(CC1=CC=CC=C1)NC(=O)C2=NC=CN=C2)(O)O. Cell line: EKVX. Synergy scores: CSS=-0.186, Synergy_ZIP=0.00887, Synergy_Bliss=-0.115, Synergy_Loewe=0.484, Synergy_HSA=-1.61. (7) Drug 1: CC1CCC2CC(C(=CC=CC=CC(CC(C(=O)C(C(C(=CC(C(=O)CC(OC(=O)C3CCCCN3C(=O)C(=O)C1(O2)O)C(C)CC4CCC(C(C4)OC)O)C)C)O)OC)C)C)C)OC. Drug 2: C1=NNC2=C1C(=O)NC=N2. Cell line: IGROV1. Synergy scores: CSS=12.9, Synergy_ZIP=-3.01, Synergy_Bliss=-0.999, Synergy_Loewe=-16.9, Synergy_HSA=-1.12. (8) Cell line: KM12. Synergy scores: CSS=16.7, Synergy_ZIP=-9.12, Synergy_Bliss=-12.2, Synergy_Loewe=-7.20, Synergy_HSA=-7.08. Drug 1: C1CC(=O)NC(=O)C1N2CC3=C(C2=O)C=CC=C3N. Drug 2: C1CCC(CC1)NC(=O)N(CCCl)N=O.